This data is from Full USPTO retrosynthesis dataset with 1.9M reactions from patents (1976-2016). The task is: Predict the reactants needed to synthesize the given product. The reactants are: N[C:2]1[N:6]([C:7]2[C:12]([F:13])=[CH:11][CH:10]=[CH:9][C:8]=2[F:14])[N:5]=[C:4]([C:15]([O:17][CH2:18][CH3:19])=[O:16])[CH:3]=1.S(=O)(=O)(O)O.[I-:25].[K+]. Given the product [F:14][C:8]1[CH:9]=[CH:10][CH:11]=[C:12]([F:13])[C:7]=1[N:6]1[C:2]([I:25])=[CH:3][C:4]([C:15]([O:17][CH2:18][CH3:19])=[O:16])=[N:5]1, predict the reactants needed to synthesize it.